Dataset: Catalyst prediction with 721,799 reactions and 888 catalyst types from USPTO. Task: Predict which catalyst facilitates the given reaction. (1) Reactant: [C:1]1([C:14]2[CH:19]=[CH:18][CH:17]=[CH:16][CH:15]=2)[CH:6]=[CH:5][C:4]([C:7]2[N:8]=[C:9]([CH2:12]O)[S:10][CH:11]=2)=[CH:3][CH:2]=1.S(Cl)([Cl:22])=O.C([O-])(O)=O.[Na+]. Product: [C:1]1([C:14]2[CH:19]=[CH:18][CH:17]=[CH:16][CH:15]=2)[CH:6]=[CH:5][C:4]([C:7]2[N:8]=[C:9]([CH2:12][Cl:22])[S:10][CH:11]=2)=[CH:3][CH:2]=1. The catalyst class is: 1. (2) Reactant: [CH:1]1([N:5]2[CH2:10][CH2:9][N:8]([C:11]([C:13]3[CH:14]=[C:15]4[C:19](=[CH:20][CH:21]=3)[NH:18][C:17]([C:22]([N:24]3[CH2:29][CH2:28][C:27]([F:31])([F:30])[CH2:26][CH2:25]3)=[O:23])=[CH:16]4)=[O:12])[CH2:7][CH2:6]2)[CH2:4][CH2:3][CH2:2]1.[CH2:32]1[O:40][C:39]2[CH:38]=[CH:37][C:36](B(O)O)=[CH:35][C:34]=2[O:33]1.N1C=CC=CC=1. Product: [O:33]1[C:34]2[CH:35]=[CH:36][C:37]([N:18]3[C:19]4[C:15](=[CH:14][C:13]([C:11]([N:8]5[CH2:7][CH2:6][N:5]([CH:1]6[CH2:2][CH2:3][CH2:4]6)[CH2:10][CH2:9]5)=[O:12])=[CH:21][CH:20]=4)[CH:16]=[C:17]3[C:22]([N:24]3[CH2:25][CH2:26][C:27]([F:30])([F:31])[CH2:28][CH2:29]3)=[O:23])=[CH:38][C:39]=2[O:40][CH2:32]1. The catalyst class is: 221. (3) Reactant: [CH3:1][N:2]([CH3:33])[CH2:3][CH2:4][CH2:5][C:6]([O:8][C:9]1[CH:32]=[CH:31][C:12]2[NH:13][C:14]([C:16]3[C:28]4[C:27]5[C:22](=[CH:23][CH:24]=[CH:25][CH:26]=5)[C:21](=[N:29]O)[C:20]=4[CH:19]=[CH:18][CH:17]=3)=[N:15][C:11]=2[CH:10]=1)=[O:7].O.[C:35](O)(=O)C. Product: [CH:9]([O:8][CH:6]([CH3:5])[CH3:35])([CH3:10])[CH3:32].[CH3:33][N:2]([CH3:1])[CH2:3][CH2:4][CH2:5][C:6]([O:8][C:9]1[CH:32]=[CH:31][C:12]2[NH:13][C:14]([C:16]3[C:28]4[C:27]5[C:22](=[CH:23][CH:24]=[CH:25][CH:26]=5)[CH:21]([NH2:29])[C:20]=4[CH:19]=[CH:18][CH:17]=3)=[N:15][C:11]=2[CH:10]=1)=[O:7]. The catalyst class is: 490. (4) Reactant: C([NH:4][C:5]1[N:9]([C@@H:10]2[CH2:15][CH2:14][CH2:13][N:12](C(OCC3C=CC=CC=3)=O)[CH2:11]2)[N:8]=[C:7]([C:26]2[CH:31]=[CH:30][C:29]([O:32][C:33]3[CH:38]=[CH:37][CH:36]=[C:35]([C:39]([F:42])([F:41])[F:40])[N:34]=3)=[CH:28][CH:27]=2)[C:6]=1[C:43]#[N:44])(=O)C.[OH-:45].[NH4+]. Product: [NH2:4][C:5]1[N:9]([C@@H:10]2[CH2:15][CH2:14][CH2:13][NH:12][CH2:11]2)[N:8]=[C:7]([C:26]2[CH:31]=[CH:30][C:29]([O:32][C:33]3[CH:38]=[CH:37][CH:36]=[C:35]([C:39]([F:40])([F:41])[F:42])[N:34]=3)=[CH:28][CH:27]=2)[C:6]=1[C:43]([NH2:44])=[O:45]. The catalyst class is: 65. (5) Reactant: [Br:1][C:2]1[CH:10]=[CH:9][C:5]([C:6]([OH:8])=O)=[CH:4][C:3]=1[O:11][CH2:12][CH3:13].CCN(C(C)C)C(C)C.[CH2:23]([O:25][CH2:26][CH2:27][NH:28][CH2:29][CH3:30])C.CN(C(ON1N=NC2C=CC=NC1=2)=[N+](C)C)C.F[P-](F)(F)(F)(F)F. Product: [Br:1][C:2]1[CH:10]=[CH:9][C:5]([C:6]([N:28]([CH2:29][CH3:30])[CH2:27][CH2:26][O:25][CH3:23])=[O:8])=[CH:4][C:3]=1[O:11][CH2:12][CH3:13]. The catalyst class is: 56. (6) Reactant: C[O:2][C:3]1[CH:15]=[CH:14][C:13]2[C:12]3[C:7](=[CH:8][C:9]([O:16]C)=[CH:10][CH:11]=3)[NH:6][C:5]=2[CH:4]=1.Cl.N1C=CC=CC=1. Product: [OH:2][C:3]1[CH:15]=[CH:14][C:13]2[C:12]3[C:7](=[CH:8][C:9]([OH:16])=[CH:10][CH:11]=3)[NH:6][C:5]=2[CH:4]=1. The catalyst class is: 6. (7) Product: [Cl:18][C:19]1[CH:20]=[CH:21][C:22]([NH:29][S:30]([CH2:33][CH2:34][C:35]2[CH:40]=[CH:39][C:38]([Cl:41])=[CH:37][C:36]=2[O:42][CH3:43])(=[O:32])=[O:31])=[C:23]([S:25]([NH2:28])(=[O:26])=[O:27])[CH:24]=1. Reactant: C([O-])(=O)C.[Na+].C1(C)C=CC(S(NN)(=O)=O)=CC=1.[Cl:18][C:19]1[CH:20]=[CH:21][C:22]([NH:29][S:30](/[CH:33]=[CH:34]/[C:35]2[CH:40]=[CH:39][C:38]([Cl:41])=[CH:37][C:36]=2[O:42][CH3:43])(=[O:32])=[O:31])=[C:23]([S:25]([NH2:28])(=[O:27])=[O:26])[CH:24]=1. The catalyst class is: 7. (8) Reactant: Br[CH2:2][C:3]([O:5][CH2:6][CH3:7])=[O:4].[CH3:8][NH:9][CH:10]1[CH2:15][CH2:14][CH2:13][CH2:12][CH2:11]1.C([O-])([O-])=O.[K+].[K+]. Product: [CH:10]1([N:9]([CH3:8])[CH2:2][C:3]([O:5][CH2:6][CH3:7])=[O:4])[CH2:15][CH2:14][CH2:13][CH2:12][CH2:11]1. The catalyst class is: 6.